Dataset: Catalyst prediction with 721,799 reactions and 888 catalyst types from USPTO. Task: Predict which catalyst facilitates the given reaction. (1) Reactant: C([O:8][CH2:9][C:10]([NH:12][C:13]1[CH:18]=[CH:17][C:16]([NH:19][C:20](=[O:30])[CH2:21][O:22]CC2C=CC=CC=2)=[CH:15][CH:14]=1)=[O:11])C1C=CC=CC=1. Product: [OH:8][CH2:9][C:10]([NH:12][C:13]1[CH:14]=[CH:15][C:16]([NH:19][C:20](=[O:30])[CH2:21][OH:22])=[CH:17][CH:18]=1)=[O:11]. The catalyst class is: 19. (2) Reactant: [Cl:1][C:2]1[CH:18]=[CH:17][C:5]2[CH2:6][CH2:7][N:8]([C:11](=[O:16])[C:12]([F:15])([F:14])[F:13])[CH2:9][CH2:10][C:4]=2[C:3]=1OS(C(F)(F)F)(=O)=O.[CH3:27][C:28]([CH3:42])([CH3:41])[CH2:29][S:30]([C:33]1[CH:40]=[CH:39][C:36]([CH2:37][NH2:38])=[CH:35][CH:34]=1)(=[O:32])=[O:31].C1C=CC(P(C2C(C3C(P(C4C=CC=CC=4)C4C=CC=CC=4)=CC=C4C=3C=CC=C4)=C3C(C=CC=C3)=CC=2)C2C=CC=CC=2)=CC=1.C(=O)([O-])[O-].[Cs+].[Cs+]. Product: [Cl:1][C:2]1[CH:18]=[CH:17][C:5]2[CH2:6][CH2:7][N:8]([C:11](=[O:16])[C:12]([F:14])([F:13])[F:15])[CH2:9][CH2:10][C:4]=2[C:3]=1[NH:38][CH2:37][C:36]1[CH:35]=[CH:34][C:33]([S:30]([CH2:29][C:28]([CH3:42])([CH3:41])[CH3:27])(=[O:32])=[O:31])=[CH:40][CH:39]=1. The catalyst class is: 101.